From a dataset of Reaction yield outcomes from USPTO patents with 853,638 reactions. Predict the reaction yield, written as a fraction of the theoretical maximum amount of product (1.0 means a 100% yield; for example, 0.34 means a 34% yield). (1) The reactants are [CH3:1][S:2][C:3]1[CH:8]=[CH:7][CH:6]=[CH:5][C:4]=1[C:9]1[C:19]2[O:18][CH2:17][CH2:16][N:15](C(OC(C)(C)C)=O)[CH2:14][C:13]=2[CH:12]=[CH:11][CH:10]=1.C(OCC)(=O)C.[ClH:33]. The catalyst is C(OCC)(=O)C. The product is [ClH:33].[CH3:1][S:2][C:3]1[CH:8]=[CH:7][CH:6]=[CH:5][C:4]=1[C:9]1[C:19]2[O:18][CH2:17][CH2:16][NH:15][CH2:14][C:13]=2[CH:12]=[CH:11][CH:10]=1. The yield is 0.943. (2) The catalyst is CS(C)=O. The reactants are [Br:1][C:2]1[CH:3]=[C:4]([C:16]([OH:18])=O)[C:5]2[CH:6]=[N:7][N:8]([CH:11]3[CH2:15][CH2:14][CH2:13][CH2:12]3)[C:9]=2[CH:10]=1.[NH2:19][CH2:20][C:21]1[C:22](=[O:30])[NH:23][C:24]([CH3:29])=[CH:25][C:26]=1[CH2:27][CH3:28].Cl.ON1C2N=CC=CC=2N=N1.CN1CCOCC1.C(Cl)CCl.C([O-])([O-])=O.[K+].[K+]. The yield is 0.910. The product is [Br:1][C:2]1[CH:3]=[C:4]([C:16]([NH:19][CH2:20][C:21]2[C:22](=[O:30])[NH:23][C:24]([CH3:29])=[CH:25][C:26]=2[CH2:27][CH3:28])=[O:18])[C:5]2[CH:6]=[N:7][N:8]([CH:11]3[CH2:12][CH2:13][CH2:14][CH2:15]3)[C:9]=2[CH:10]=1. (3) The reactants are [CH2:1]([C:3]1[CH:8]=[CH:7][CH:6]=[C:5]([N+:9]([O-:11])=[O:10])[C:4]=1[NH:12]C(=O)C)[CH3:2]. The catalyst is CCO.Cl. The product is [CH2:1]([C:3]1[CH:8]=[CH:7][CH:6]=[C:5]([N+:9]([O-:11])=[O:10])[C:4]=1[NH2:12])[CH3:2]. The yield is 0.640. (4) The reactants are [C:1]([O:5][C:6]([N:8]1[CH2:13][CH2:12][N:11]([C:14]2[S:15][C:16](Br)=[CH:17][N:18]=2)[CH2:10][CH2:9]1)=[O:7])([CH3:4])([CH3:3])[CH3:2].[CH2:20]([S:22]SCC)[CH3:21]. No catalyst specified. The product is [C:1]([O:5][C:6]([N:8]1[CH2:13][CH2:12][N:11]([C:14]2[S:15][C:16]([S:22][CH2:20][CH3:21])=[CH:17][N:18]=2)[CH2:10][CH2:9]1)=[O:7])([CH3:4])([CH3:3])[CH3:2]. The yield is 0.860. (5) The reactants are [C:1]([NH:9][C:10]1[C:30]([C:31]#[C:32][CH2:33][NH:34][C:35](=[O:40])[C:36]([F:39])([F:38])[F:37])=[CH:29][N:13]([C@@H:14]2[O:28][C@H:18]([CH2:19][O:20][Si:21]([C:24]([CH3:27])([CH3:26])[CH3:25])([CH3:23])[CH3:22])[C@@H:16]([OH:17])[CH2:15]2)[C:12](=[O:41])[N:11]=1)(=[O:8])[C:2]1[CH:7]=[CH:6][CH:5]=[CH:4][CH:3]=1.C(O)(=O)C.C(OC(=O)C)(=O)C.C([O-])(O)=O.[Na+].[CH3:58][S:59]([CH3:61])=O. No catalyst specified. The product is [C:1]([NH:9][C:10]1[C:30]([C:31]#[C:32][CH2:33][NH:34][C:35](=[O:40])[C:36]([F:37])([F:38])[F:39])=[CH:29][N:13]([C@@H:14]2[O:28][C@H:18]([CH2:19][O:20][Si:21]([C:24]([CH3:27])([CH3:26])[CH3:25])([CH3:22])[CH3:23])[C@@H:16]([O:17][CH2:58][S:59][CH3:61])[CH2:15]2)[C:12](=[O:41])[N:11]=1)(=[O:8])[C:2]1[CH:3]=[CH:4][CH:5]=[CH:6][CH:7]=1. The yield is 0.500. (6) The reactants are [C:1]([C:5]1[CH:6]=[C:7]([S:11]([N:14]2[CH2:19][CH2:18][N:17]3[CH2:20][C@H:21]([O:23][C:24]4[CH:29]=[N:28][C:27]([C:30]([CH3:32])=[CH2:31])=[CH:26][N:25]=4)[CH2:22][C@H:16]3[CH2:15]2)(=[O:13])=[O:12])[CH:8]=[CH:9][CH:10]=1)([CH3:4])([CH3:3])[CH3:2].[H][H]. The catalyst is C(O)C.[Ni]. The product is [C:1]([C:5]1[CH:6]=[C:7]([S:11]([N:14]2[CH2:19][CH2:18][N:17]3[CH2:20][C@H:21]([O:23][C:24]4[CH:29]=[N:28][C:27]([CH:30]([CH3:32])[CH3:31])=[CH:26][N:25]=4)[CH2:22][C@H:16]3[CH2:15]2)(=[O:13])=[O:12])[CH:8]=[CH:9][CH:10]=1)([CH3:4])([CH3:3])[CH3:2]. The yield is 0.560. (7) The reactants are CO[C:3](=O)[CH2:4][CH2:5][NH:6][CH2:7][CH3:8].[CH2:10]1[C:18]2[C:13](=[CH:14][CH:15]=[CH:16][CH:17]=2)[CH2:12][C:11]1=[O:19]. The catalyst is C1(C)C=CC=CC=1. The product is [CH2:7]([N:6]1[C:11](=[O:19])[CH2:10][CH2:18][C:17]2[C:16]3[CH:15]=[CH:14][CH:13]=[CH:12][C:3]=3[CH2:4][C:5]1=2)[CH3:8]. The yield is 0.270.